From a dataset of Full USPTO retrosynthesis dataset with 1.9M reactions from patents (1976-2016). Predict the reactants needed to synthesize the given product. Given the product [F:1][C:2]1[CH:3]=[C:4]([C:8]2[C@:9]3([CH2:25][CH2:24][C@H:23]4[C@@H:14]([CH2:15][CH2:16][C:17]5[CH:18]=[C:19]([O:26][CH2:28][CH2:29][CH2:30][C:31]([OH:33])=[O:32])[CH:20]=[CH:21][C:22]=54)[C@@H:11]3[CH2:12][CH:13]=2)[CH3:10])[CH:5]=[N:6][CH:7]=1, predict the reactants needed to synthesize it. The reactants are: [F:1][C:2]1[CH:3]=[C:4]([C:8]2[C@:9]3([CH2:25][CH2:24][C@H:23]4[C@@H:14]([CH2:15][CH2:16][C:17]5[CH:18]=[C:19]([OH:26])[CH:20]=[CH:21][C:22]=54)[C@@H:11]3[CH2:12][CH:13]=2)[CH3:10])[CH:5]=[N:6][CH:7]=1.Br[CH2:28][CH2:29][CH2:30][C:31]([O:33]C)=[O:32].C(=O)([O-])[O-].[K+].[K+].[I-].[Na+].[OH-].[Na+].C(O)(=O)CC(CC(O)=O)(C(O)=O)O.